From a dataset of Catalyst prediction with 721,799 reactions and 888 catalyst types from USPTO. Predict which catalyst facilitates the given reaction. (1) The catalyst class is: 4. Product: [C:16]12([CH2:26][O:27][C:28]3[C:40]([C@@H:41]4[CH2:1][C@H:42]4[CH2:43][O:44][CH3:45])=[CH:39][C:31]([C:32]([OH:34])=[O:33])=[C:30]([F:46])[CH:29]=3)[CH2:23][CH:22]3[CH2:24][CH:18]([CH2:19][CH:20]([CH2:21]3)[CH2:25]1)[CH2:17]2. Reactant: [CH2:1]([Zn]CC)C.FC(F)(F)C(O)=O.ICI.[C:16]12([CH2:26][O:27][C:28]3[C:40](/[CH:41]=[CH:42]/[CH2:43][O:44][CH3:45])=[CH:39][C:31]([C:32]([O:34]C(C)(C)C)=[O:33])=[C:30]([F:46])[CH:29]=3)[CH2:25][CH:20]3[CH2:21][CH:22]([CH2:24][CH:18]([CH2:19]3)[CH2:17]1)[CH2:23]2.C(=O)(O)[O-].[Na+]. (2) Reactant: [N:1]1[CH:6]=[CH:5][CH:4]=[C:3](B(O)O)[CH:2]=1.Br[C:11]1[CH:12]=[C:13]([NH:17][C:18](=[O:35])[CH2:19][O:20][CH2:21][C:22]([NH:24][C:25]2[CH:33]=[CH:32][C:31]([Cl:34])=[CH:30][C:26]=2[C:27]([OH:29])=[O:28])=[O:23])[CH:14]=[CH:15][CH:16]=1.C(=O)([O-])[O-].[Na+].[Na+]. Product: [Cl:34][C:31]1[CH:32]=[CH:33][C:25]([NH:24][C:22](=[O:23])[CH2:21][O:20][CH2:19][C:18](=[O:35])[NH:17][C:13]2[CH:12]=[CH:11][CH:16]=[C:15]([C:3]3[CH:2]=[N:1][CH:6]=[CH:5][CH:4]=3)[CH:14]=2)=[C:26]([CH:30]=1)[C:27]([OH:29])=[O:28]. The catalyst class is: 224. (3) Reactant: [OH:1][CH2:2][C:3]1[CH:8]=[CH:7][C:6]([OH:9])=[CH:5][CH:4]=1.CN1CCNCC1.[CH:17](=[O:26])/[CH:18]=[CH:19]/[C:20]1[CH:25]=[CH:24][CH:23]=[CH:22][CH:21]=1. Product: [OH:26][CH:17]1[CH2:18][CH:19]([C:20]2[CH:25]=[CH:24][CH:23]=[CH:22][CH:21]=2)[C:7]2[C:6](=[CH:5][CH:4]=[C:3]([CH2:2][OH:1])[CH:8]=2)[O:9]1. The catalyst class is: 11. (4) Reactant: [CH3:1][C:2]1[C:10]2[C:5](=[N:6][CH:7]=[CH:8][CH:9]=2)[N:4](C(OC(C)(C)C)=O)[N:3]=1.C1C(=O)N([Br:25])C(=O)C1.CC(N=NC(C#N)(C)C)(C#N)C. Product: [Br:25][CH2:1][C:2]1[C:10]2[C:5](=[N:6][CH:7]=[CH:8][CH:9]=2)[NH:4][N:3]=1. The catalyst class is: 53. (5) Reactant: [CH2:1]([Li])CCC.[Cl:6][C:7]1[CH:12]=[CH:11][N:10]=[C:9]2[CH:13]=[CH:14][S:15][C:8]=12.IC. Product: [Cl:6][C:7]1[CH:12]=[CH:11][N:10]=[C:9]2[CH:13]=[C:14]([CH3:1])[S:15][C:8]=12. The catalyst class is: 1.